Dataset: Reaction yield outcomes from USPTO patents with 853,638 reactions. Task: Predict the reaction yield, written as a fraction of the theoretical maximum amount of product (1.0 means a 100% yield; for example, 0.34 means a 34% yield). (1) The reactants are Cl.[C:2]([C:6]1[CH:26]=[CH:25][C:9]([CH2:10][NH:11][CH2:12][CH2:13][C:14]2[CH:19]=[C:18]([C:20]([F:23])([F:22])[F:21])[CH:17]=[C:16]([F:24])[CH:15]=2)=[CH:8][CH:7]=1)([CH3:5])([CH3:4])[CH3:3].CCN(CC)CC.CCN=C=NCCCN(C)C.C1C=CC2N(O)N=NC=2C=1.[Cl:55][C:56]1[C:57]([F:69])=[C:58]([CH:62]=[C:63]([C:65]([F:68])([F:67])[F:66])[CH:64]=1)[C:59](O)=[O:60]. The catalyst is CCOC(C)=O.O. The product is [C:2]([C:6]1[CH:7]=[CH:8][C:9]([CH2:10][N:11]([CH2:12][CH2:13][C:14]2[CH:19]=[C:18]([C:20]([F:23])([F:21])[F:22])[CH:17]=[C:16]([F:24])[CH:15]=2)[C:59](=[O:60])[C:58]2[CH:62]=[C:63]([C:65]([F:66])([F:67])[F:68])[CH:64]=[C:56]([Cl:55])[C:57]=2[F:69])=[CH:25][CH:26]=1)([CH3:5])([CH3:3])[CH3:4]. The yield is 0.989. (2) The reactants are [CH3:1][O:2][C:3]([NH:5][C@@H:6]([CH:28]([CH3:30])[CH3:29])[C:7]([N:9]1[C@H:17]([C:18]([O:20]CC2C=CC=CC=2)=[O:19])[CH2:16][C:11]2([O:15][CH2:14][CH2:13][O:12]2)[CH2:10]1)=[O:8])=[O:4]. The catalyst is C(O)C.[Pd]. The product is [CH3:1][O:2][C:3]([NH:5][C@@H:6]([CH:28]([CH3:30])[CH3:29])[C:7]([N:9]1[C@H:17]([C:18]([OH:20])=[O:19])[CH2:16][C:11]2([O:15][CH2:14][CH2:13][O:12]2)[CH2:10]1)=[O:8])=[O:4]. The yield is 0.980. (3) The reactants are [CH3:1][O:2][C:3]1[N:8]=[C:7]2[C:9]([C:12]#[N:13])=[N:10][NH:11][C:6]2=[CH:5][CH:4]=1.[Br:14][C:15]1[CH:16]=[C:17](B(O)O)[CH:18]=[CH:19][CH:20]=1.N1C=CC=CC=1. The catalyst is CN(C)C=O.C(=O)(O)[O-].[Na+].O.C([O-])(=O)C.[Cu+2].C([O-])(=O)C. The product is [Br:14][C:15]1[CH:20]=[C:19]([N:11]2[C:6]3[C:7](=[N:8][C:3]([O:2][CH3:1])=[CH:4][CH:5]=3)[C:9]([C:12]#[N:13])=[N:10]2)[CH:18]=[CH:17][CH:16]=1. The yield is 0.401. (4) The catalyst is CC#N. The product is [F:1][C:2]1[C:7]([F:8])=[CH:6][CH:5]=[CH:4][C:3]=1[C:9]1[N:45]=[C:12]2[CH:13]=[N:14][N:15]([CH:17]([C:26]3[O:30][N:29]=[C:28]([C:31]4[CH:36]=[CH:35][C:34]([O:37][CH2:38][CH2:39][CH3:40])=[CH:33][C:32]=4[C:41]([F:43])([F:44])[F:42])[CH:27]=3)[C:18]([O:20][CH2:21][CH2:22][C:23]([NH:46][C@H:47]([C:49]([NH:51][C@H:52]([C:60]([OH:62])=[O:61])[CH2:53][C:54]3[CH:55]=[CH:56][CH:57]=[CH:58][CH:59]=3)=[O:50])[CH3:48])=[O:24])=[O:19])[CH:16]=[C:11]2[N:10]=1. The yield is 0.570. The reactants are [F:1][C:2]1[C:7]([F:8])=[CH:6][CH:5]=[CH:4][C:3]=1[C:9]1[N:45]=[C:12]2[CH:13]=[N:14][N:15]([CH:17]([C:26]3[O:30][N:29]=[C:28]([C:31]4[CH:36]=[CH:35][C:34]([O:37][CH2:38][CH2:39][CH3:40])=[CH:33][C:32]=4[C:41]([F:44])([F:43])[F:42])[CH:27]=3)[C:18]([O:20][CH2:21][CH2:22][C:23](O)=[O:24])=[O:19])[CH:16]=[C:11]2[N:10]=1.[NH2:46][C@H:47]([C:49]([NH:51][C@H:52]([C:60]([O:62]C(C)(C)C)=[O:61])[CH2:53][C:54]1[CH:59]=[CH:58][CH:57]=[CH:56][CH:55]=1)=[O:50])[CH3:48].CN(C(ON1N=NC2C=CC=NC1=2)=[N+](C)C)C.F[P-](F)(F)(F)(F)F.CCN(C(C)C)C(C)C. (5) The reactants are N1C=CN=C1.[Si:6](Cl)([C:9]([CH3:12])([CH3:11])[CH3:10])([CH3:8])[CH3:7].[CH3:14][O:15][C:16](=[O:21])[C@H:17]([CH3:20])[CH2:18][OH:19].O. The product is [CH3:14][O:15][C:16](=[O:21])[C@H:17]([CH3:20])[CH2:18][O:19][Si:6]([C:9]([CH3:12])([CH3:11])[CH3:10])([CH3:8])[CH3:7]. The catalyst is CN(C)C=O. The yield is 0.950. (6) The reactants are [CH3:1][O:2][C:3]([C:5]1[CH:10]=[C:9]([NH2:11])[CH:8]=[CH:7][N:6]=1)=[O:4].[C:12]1([C:18]([C:21]2[CH:26]=[CH:25][CH:24]=[CH:23][CH:22]=2)=[N+]=[N-])[CH:17]=[CH:16][CH:15]=[CH:14][CH:13]=1.[S:27](=[O:29])=[O:28]. The catalyst is O1CCCC1. The product is [CH3:1][O:2][C:3]([C:5]1[CH:10]=[C:9]([NH:11][S:27]([CH:18]([C:21]2[CH:26]=[CH:25][CH:24]=[CH:23][CH:22]=2)[C:12]2[CH:17]=[CH:16][CH:15]=[CH:14][CH:13]=2)(=[O:29])=[O:28])[CH:8]=[CH:7][N:6]=1)=[O:4]. The yield is 0.450.